From a dataset of NCI-60 drug combinations with 297,098 pairs across 59 cell lines. Regression. Given two drug SMILES strings and cell line genomic features, predict the synergy score measuring deviation from expected non-interaction effect. (1) Drug 1: C1CCC(C1)C(CC#N)N2C=C(C=N2)C3=C4C=CNC4=NC=N3. Drug 2: CN(C(=O)NC(C=O)C(C(C(CO)O)O)O)N=O. Cell line: MOLT-4. Synergy scores: CSS=-2.37, Synergy_ZIP=-2.45, Synergy_Bliss=-8.79, Synergy_Loewe=-10.8, Synergy_HSA=-8.23. (2) Drug 1: CC1=CC=C(C=C1)C2=CC(=NN2C3=CC=C(C=C3)S(=O)(=O)N)C(F)(F)F. Drug 2: CN(C(=O)NC(C=O)C(C(C(CO)O)O)O)N=O. Cell line: SK-MEL-28. Synergy scores: CSS=3.84, Synergy_ZIP=-1.80, Synergy_Bliss=-1.52, Synergy_Loewe=-2.80, Synergy_HSA=-2.72.